This data is from Forward reaction prediction with 1.9M reactions from USPTO patents (1976-2016). The task is: Predict the product of the given reaction. Given the reactants [OH:1][C:2]1[CH:7]=[CH:6][C:5]([C:8](=[O:11])[CH2:9][CH3:10])=[CH:4][C:3]=1[CH2:12][CH2:13][CH3:14].C(N(CC)CC)C.[F:22][C:23]([F:36])([F:35])[S:24](O[S:24]([C:23]([F:36])([F:35])[F:22])(=[O:26])=[O:25])(=[O:26])=[O:25].[Cl-].[NH4+], predict the reaction product. The product is: [F:22][C:23]([F:36])([F:35])[S:24]([O:1][C:2]1[CH:7]=[CH:6][C:5]([C:8](=[O:11])[CH2:9][CH3:10])=[CH:4][C:3]=1[CH2:12][CH2:13][CH3:14])(=[O:26])=[O:25].